From a dataset of Full USPTO retrosynthesis dataset with 1.9M reactions from patents (1976-2016). Predict the reactants needed to synthesize the given product. (1) Given the product [Br:1][CH2:2][CH2:3][CH2:4][CH2:5][CH2:6][CH2:7][O:8][CH2:9][CH2:10][CH2:11][CH2:12][C:13]1[CH:18]=[CH:17][CH:16]=[C:15]([S:19]([CH:22]2[CH2:23][CH2:24][CH2:25][CH2:26]2)(=[O:21])=[O:20])[CH:14]=1, predict the reactants needed to synthesize it. The reactants are: [Br:1][CH2:2][CH2:3][CH2:4][CH2:5][CH2:6][CH2:7][O:8][CH2:9][CH2:10][C:11]#[C:12][C:13]1[CH:18]=[CH:17][CH:16]=[C:15]([S:19]([CH:22]2[CH2:26][CH2:25][CH2:24][CH2:23]2)(=[O:21])=[O:20])[CH:14]=1. (2) Given the product [C:19]([O:18][C:16]([N:11]1[CH2:12][C@H:13]([CH2:30][OH:27])[NH:3][CH2:8][C@H:14]1[CH3:15])=[O:23])([CH3:20])([CH3:21])[CH3:22], predict the reactants needed to synthesize it. The reactants are: Cl.Cl.[NH:3]1[CH2:8]CNCC1.C([N:11]([CH2:14][CH3:15])[CH2:12][CH3:13])C.[C:16]([O:23]C([O-])=O)([O:18][C:19]([CH3:22])([CH3:21])[CH3:20])=O.[OH-:27].[Na+].Cl.[CH3:30]O. (3) Given the product [Cl:28][C:25]1[CH:26]=[CH:27][C:22]([C@@H:15]2[O:14][C@H:13]([CH2:12][N:10]([CH3:11])[C:6]3[CH:5]=[C:4]([C:3]([N:40]4[CH2:44][CH2:43][CH2:42][CH2:41]4)=[O:2])[CH:9]=[CH:8][CH:7]=3)[C@@H:18]([OH:19])[C@H:17]([OH:20])[C@H:16]2[OH:21])=[CH:23][C:24]=1[CH2:29][C:30]1[CH:35]=[CH:34][C:33]([O:36][CH2:37][CH3:38])=[CH:32][CH:31]=1, predict the reactants needed to synthesize it. The reactants are: C[O:2][C:3](=O)[C:4]1[CH:9]=[CH:8][CH:7]=[C:6]([N:10]([CH2:12][C@@H:13]2[C@@H:18]([OH:19])[C@H:17]([OH:20])[C@@H:16]([OH:21])[C@H:15]([C:22]3[CH:27]=[CH:26][C:25]([Cl:28])=[C:24]([CH2:29][C:30]4[CH:35]=[CH:34][C:33]([O:36][CH2:37][CH3:38])=[CH:32][CH:31]=4)[CH:23]=3)[O:14]2)[CH3:11])[CH:5]=1.[NH:40]1[CH2:44][CH2:43][CH2:42][CH2:41]1. (4) Given the product [CH2:15]([O:6][C:7](=[O:8])[CH2:9][N:10]([C:12]([NH2:13])=[NH:14])[CH3:11])[CH3:16], predict the reactants needed to synthesize it. The reactants are: P(Cl)(=O)(O)O.[O:6]=[C:7]([CH2:9][N:10]([C:12](=[NH:14])[NH2:13])[CH3:11])[OH:8].[CH2:15](O)[CH3:16]. (5) Given the product [CH3:1][S:2][C:3]1[CH:7]=[CH:6][S:5][C:4]=1[CH2:8][OH:9], predict the reactants needed to synthesize it. The reactants are: [CH3:1][S:2][C:3]1[CH:7]=[CH:6][S:5][C:4]=1[CH:8]=[O:9].[BH4-].[Na+]. (6) Given the product [C:12]([CH2:11][CH2:10][C@H:9]([NH:16][C:17](=[O:39])[C@@H:18]([NH:25][C:26]([NH:28][C:29]1[CH:30]=[CH:31][C:32]([S:35](=[O:37])(=[O:38])[NH2:36])=[CH:33][CH:34]=1)=[S:27])[CH2:19][CH2:20][C:21]([OH:23])=[O:22])[C:8]([NH:7][CH2:6][C:5]1[CH:4]=[CH:3][C:2]([I:1])=[CH:42][CH:41]=1)=[O:40])([OH:14])=[O:13], predict the reactants needed to synthesize it. The reactants are: [I:1][C:2]1[CH:42]=[CH:41][C:5]([CH2:6][NH:7][C:8](=[O:40])[C@@H:9]([NH:16][C:17](=[O:39])[C@@H:18]([NH:25][C:26]([NH:28][C:29]2[CH:34]=[CH:33][C:32]([S:35](=[O:38])(=[O:37])[NH2:36])=[CH:31][CH:30]=2)=[S:27])[CH2:19][CH2:20][C:21]([O:23]C)=[O:22])[CH2:10][CH2:11][C:12]([O:14]C)=[O:13])=[CH:4][CH:3]=1.[OH-].[Li+]. (7) Given the product [ClH:40].[CH:1]1[C:11]2[CH:10]=[CH:9][C:8]3[CH:12]=[CH:13][CH:14]=[CH:15][C:7]=3[C:6](=[C:16]3[CH2:21][CH2:20][N:19]([C:22](=[O:39])[CH2:23][NH:24][C:25]([C@H:27]4[CH2:31][CH2:30][CH2:29][NH:28]4)=[O:26])[CH2:18][CH2:17]3)[C:5]=2[CH:4]=[CH:3][CH:2]=1, predict the reactants needed to synthesize it. The reactants are: [CH:1]1[C:11]2[CH:10]=[CH:9][C:8]3[CH:12]=[CH:13][CH:14]=[CH:15][C:7]=3[C:6](=[C:16]3[CH2:21][CH2:20][N:19]([C:22](=[O:39])[CH2:23][NH:24][C:25]([CH:27]4[CH2:31][CH2:30][CH2:29][N:28]4C(OC(C)(C)C)=O)=[O:26])[CH2:18][CH2:17]3)[C:5]=2[CH:4]=[CH:3][CH:2]=1.[ClH:40].O1CCOCC1.